Dataset: Catalyst prediction with 721,799 reactions and 888 catalyst types from USPTO. Task: Predict which catalyst facilitates the given reaction. (1) Product: [CH3:24][N:25]([CH3:30])[S:26]([C:19]1[NH:20][C:21]2[C:17]([CH:18]=1)=[CH:16][CH:15]=[CH:23][CH:22]=2)(=[O:28])=[O:27]. Reactant: C(N1C=CN=C1)(N1C=CN=C1)=O.N12[CH2:23][CH2:22][CH2:21][N:20]=[C:19]1[CH2:18][CH2:17][CH2:16][CH2:15]C2.[CH3:24][N:25]([CH3:30])[S:26](N)(=[O:28])=[O:27]. The catalyst class is: 7. (2) Reactant: CON(C)[C:4](=[O:18])[CH:5]([NH:10][C:11](=[O:17])[O:12][C:13]([CH3:16])([CH3:15])[CH3:14])[C:6]([CH3:9])([CH3:8])[CH3:7].[Cl:20][C:21]1[CH:26]=[CH:25][C:24]([Mg]Br)=[CH:23][CH:22]=1. Product: [Cl:20][C:21]1[CH:26]=[CH:25][C:24]([C:4](=[O:18])[CH:5]([NH:10][C:11](=[O:17])[O:12][C:13]([CH3:14])([CH3:15])[CH3:16])[C:6]([CH3:7])([CH3:8])[CH3:9])=[CH:23][CH:22]=1. The catalyst class is: 1. (3) Reactant: [F:1][C:2]1[CH:7]=[CH:6][CH:5]=[CH:4][C:3]=1[C@H:8]1[C:12]([C:20]2[CH:25]=[CH:24][C:23]([F:26])=[CH:22][CH:21]=2)([C:13]2[CH:18]=[CH:17][C:16]([F:19])=[CH:15][CH:14]=2)[O:11][C:10](=[O:27])[NH:9]1.Cl[CH2:29][C:30]1N=CO[N:31]=1.[H-].[Na+]. Product: [F:19][C:16]1[CH:15]=[CH:14][C:13]([C:12]2([C:20]3[CH:25]=[CH:24][C:23]([F:26])=[CH:22][CH:21]=3)[O:11][C:10](=[O:27])[N:9]([CH2:29][C:30]#[N:31])[C@H:8]2[C:3]2[CH:4]=[CH:5][CH:6]=[CH:7][C:2]=2[F:1])=[CH:18][CH:17]=1. The catalyst class is: 1. (4) Reactant: [NH:1]1[C:5]2=[N:6][CH:7]=[N:8][C:9]([NH2:10])=[C:4]2[CH:3]=[N:2]1.C1C(=O)N([I:18])C(=O)C1. Product: [I:18][C:3]1[C:4]2[C:5](=[N:6][CH:7]=[N:8][C:9]=2[NH2:10])[NH:1][N:2]=1. The catalyst class is: 3. (5) Reactant: [CH3:1][C:2]1[C:3]([N:9]2[CH2:14][CH2:13][N:12]([C:15]([C:17]3[CH:22]=[CH:21][C:20]([N:23]4[C:27](=[O:28])[CH2:26][NH:25][CH2:24]4)=[CH:19][CH:18]=3)=[O:16])[CH2:11][CH2:10]2)=[N:4][CH:5]=[C:6]([CH3:8])[CH:7]=1.C(N(CC)CC)C.[CH3:36][S:37](Cl)(=[O:39])=[O:38].O. Product: [CH3:1][C:2]1[C:3]([N:9]2[CH2:10][CH2:11][N:12]([C:15]([C:17]3[CH:18]=[CH:19][C:20]([N:23]4[C:27](=[O:28])[CH2:26][N:25]([S:37]([CH3:36])(=[O:39])=[O:38])[CH2:24]4)=[CH:21][CH:22]=3)=[O:16])[CH2:13][CH2:14]2)=[N:4][CH:5]=[C:6]([CH3:8])[CH:7]=1. The catalyst class is: 7. (6) Reactant: [Cl:1][C:2]1[C:7]([C:8](Cl)=[O:9])=[C:6]([O:11][CH3:12])[N:5]=[C:4]([S:13][CH3:14])[N:3]=1.C(Cl)Cl.[NH2:18][CH2:19][C:20]1[N:25]=[CH:24][CH:23]=[CH:22][N:21]=1.C(N(CC)CC)C. Product: [Cl:1][C:2]1[C:7]([C:8](=[O:9])[NH:18][CH2:19][C:20]2[N:25]=[CH:24][CH:23]=[CH:22][N:21]=2)=[C:6]([O:11][CH3:12])[N:5]=[C:4]([S:13][CH3:14])[N:3]=1. The catalyst class is: 6. (7) Reactant: [O:1]1[CH2:3][CH:2]1[CH2:4][O:5][CH:6]1[CH2:14][C:13]2[C:8](=[CH:9][CH:10]=[CH:11][CH:12]=2)[CH2:7]1.[CH3:15][C:16]1[CH:21]=[CH:20][CH:19]=[C:18]([CH3:22])[C:17]=1[NH:23][C:24](=[O:32])[CH2:25][N:26]1[CH2:31][CH2:30][NH:29][CH2:28][CH2:27]1. Product: [CH3:22][C:18]1[CH:19]=[CH:20][CH:21]=[C:16]([CH3:15])[C:17]=1[NH:23][C:24](=[O:32])[CH2:25][N:26]1[CH2:27][CH2:28][N:29]([CH2:3][CH:2]([OH:1])[CH2:4][O:5][CH:6]2[CH2:14][C:13]3[C:8](=[CH:9][CH:10]=[CH:11][CH:12]=3)[CH2:7]2)[CH2:30][CH2:31]1. The catalyst class is: 8. (8) Reactant: [C:1]1([NH:7][C:8]2[CH:13]=[CH:12][N:11]=[CH:10][C:9]=2[NH2:14])[CH:6]=[CH:5][CH:4]=[CH:3][CH:2]=1.[C:15](O)(=O)[CH2:16][CH3:17]. Product: [CH2:16]([C:17]1[N:7]([C:1]2[CH:2]=[CH:3][CH:4]=[CH:5][CH:6]=2)[C:8]2[CH:13]=[CH:12][N:11]=[CH:10][C:9]=2[N:14]=1)[CH3:15]. The catalyst class is: 286. (9) Reactant: Cl[C:2]1[C:11]([O:12][CH:13]([CH3:15])[CH3:14])=[C:10]([Cl:16])[C:9]2[C:4](=[CH:5][CH:6]=[C:7]([C:17]([C:29]3[N:33]([CH3:34])[CH:32]=[N:31][CH:30]=3)([C:19]3[CH:20]=[N:21][C:22]([C:25]([F:28])([F:27])[F:26])=[CH:23][CH:24]=3)[OH:18])[CH:8]=2)[N:3]=1.C(O)(C(F)(F)F)=O.[NH:42]1[CH2:45][CH2:44][CH2:43]1. Product: [N:42]1([C:2]2[C:11]([O:12][CH:13]([CH3:14])[CH3:15])=[C:10]([Cl:16])[C:9]3[C:4](=[CH:5][CH:6]=[C:7]([C:17]([C:29]4[N:33]([CH3:34])[CH:32]=[N:31][CH:30]=4)([C:19]4[CH:20]=[N:21][C:22]([C:25]([F:27])([F:28])[F:26])=[CH:23][CH:24]=4)[OH:18])[CH:8]=3)[N:3]=2)[CH2:45][CH2:44][CH2:43]1. The catalyst class is: 9. (10) Reactant: C[O:2][C:3]([C:5]([CH3:50])([CH3:49])[CH2:6][C@H:7]1[CH2:12][C@H:11]([C:13]2[CH:18]=[CH:17][C:16]([CH2:19][O:20][CH2:21][CH2:22][O:23][CH3:24])=[CH:15][CH:14]=2)[C@@H:10]([O:25][CH2:26][C:27]2[CH:28]=[CH:29][C:30]3[O:35][CH2:34][CH2:33][N:32]([CH2:36][CH2:37][CH2:38][O:39][CH3:40])[C:31]=3[CH:41]=2)[CH2:9][N:8]1[C:42]([O:44][C:45]([CH3:48])([CH3:47])[CH3:46])=[O:43])=[O:4].[OH-].[Na+]. Product: [C:3]([C:5]([CH3:50])([CH3:49])[CH2:6][C@H:7]1[CH2:12][C@H:11]([C:13]2[CH:14]=[CH:15][C:16]([CH2:19][O:20][CH2:21][CH2:22][O:23][CH3:24])=[CH:17][CH:18]=2)[C@@H:10]([O:25][CH2:26][C:27]2[CH:28]=[CH:29][C:30]3[O:35][CH2:34][CH2:33][N:32]([CH2:36][CH2:37][CH2:38][O:39][CH3:40])[C:31]=3[CH:41]=2)[CH2:9][N:8]1[C:42]([O:44][C:45]([CH3:48])([CH3:47])[CH3:46])=[O:43])([OH:4])=[O:2]. The catalyst class is: 214.